This data is from Reaction yield outcomes from USPTO patents with 853,638 reactions. The task is: Predict the reaction yield, written as a fraction of the theoretical maximum amount of product (1.0 means a 100% yield; for example, 0.34 means a 34% yield). The product is [Cl:24][C:20]1[C:19]([F:25])=[C:18]([CH:23]=[CH:22][CH:21]=1)[CH2:17][C:12]1[CH:13]=[C:14]2[C:9](=[N:10][C:11]=1[O:26][CH3:27])[N:8]([C@H:28]([CH2:32][OH:33])[CH:29]([CH3:31])[CH3:30])[CH:7]=[C:6]([C:4]([OH:5])=[O:3])[C:15]2=[O:16]. The catalyst is CO.O. The reactants are C([O:3][C:4]([C:6]1[C:15](=[O:16])[C:14]2[C:9](=[N:10][C:11]([O:26][CH3:27])=[C:12]([CH2:17][C:18]3[CH:23]=[CH:22][CH:21]=[C:20]([Cl:24])[C:19]=3[F:25])[CH:13]=2)[N:8]([C@H:28]([C:32](C)(C)[O:33][SiH2]C(C)(C)C)[CH:29]([CH3:31])[CH3:30])[CH:7]=1)=[O:5])C.C[O-].[Na+]. The yield is 0.790.